This data is from Forward reaction prediction with 1.9M reactions from USPTO patents (1976-2016). The task is: Predict the product of the given reaction. (1) Given the reactants C(OC(=O)[NH:7][CH2:8][CH2:9][CH2:10][CH:11]([C:37]1[CH:42]=[CH:41][C:40]([O:43][CH3:44])=[C:39]([O:45][CH3:46])[CH:38]=1)[N:12]1[C:20](=[O:21])[C:19]2[C:14](=[CH:15][CH:16]=[CH:17][C:18]=2[N:22]2[CH2:27][CH2:26][N:25]([C@@H:28]([C:30]3[CH:35]=[CH:34][CH:33]=[CH:32][CH:31]=3)[CH3:29])[CH2:24][CH2:23]2)[C:13]1=[O:36])(C)(C)C.FC(F)(F)C(O)=O, predict the reaction product. The product is: [NH2:7][CH2:8][CH2:9][CH2:10][CH:11]([N:12]1[C:20](=[O:21])[C:19]2[C:14](=[CH:15][CH:16]=[CH:17][C:18]=2[N:22]2[CH2:27][CH2:26][N:25]([C@@H:28]([C:30]3[CH:31]=[CH:32][CH:33]=[CH:34][CH:35]=3)[CH3:29])[CH2:24][CH2:23]2)[C:13]1=[O:36])[C:37]1[CH:42]=[CH:41][C:40]([O:43][CH3:44])=[C:39]([O:45][CH3:46])[CH:38]=1. (2) The product is: [CH3:17][O:18][C:19]1[CH:20]=[C:21]([CH:25]=[CH:26][C:27]=1[O:28][CH3:29])[C:22]([NH:16][C:13]1[CH:12]=[CH:11][C:10]([C:2]([CH3:1])([C:4]2[O:5][C:6]([CH3:9])=[N:7][N:8]=2)[CH3:3])=[CH:15][CH:14]=1)=[O:23]. Given the reactants [CH3:1][C:2]([C:10]1[CH:15]=[CH:14][C:13]([NH2:16])=[CH:12][CH:11]=1)([C:4]1[O:5][C:6]([CH3:9])=[N:7][N:8]=1)[CH3:3].[CH3:17][O:18][C:19]1[CH:20]=[C:21]([CH:25]=[CH:26][C:27]=1[O:28][CH3:29])[C:22](Cl)=[O:23].C(N(CC)CC)C, predict the reaction product. (3) Given the reactants Br[C:2]1[CH:3]=[C:4]([NH:10][C:11]2[CH:16]=[CH:15][C:14]([N:17]3[CH2:22][CH2:21][N:20]([CH:23]4[CH2:26][O:25][CH2:24]4)[CH2:19][C@@H:18]3[CH2:27][CH3:28])=[CH:13][N:12]=2)[C:5](=[O:9])[N:6]([CH3:8])[CH:7]=1.[C:29]([O:32][CH2:33][C:34]1[C:39](B2OC(C)(C)C(C)(C)O2)=[CH:38][C:37]([F:49])=[CH:36][C:35]=1[N:50]1[C:62](=[O:63])[C:61]2[S:60][C:59]3[CH2:58][CH2:57][CH2:56][CH2:55][C:54]=3[C:53]=2[CH:52]=[N:51]1)(=[O:31])[CH3:30].[O-]P([O-])([O-])=O.[K+].[K+].[K+].C([O-])(=O)C.[Na+], predict the reaction product. The product is: [C:29]([O:32][CH2:33][C:34]1[C:35]([N:50]2[C:62](=[O:63])[C:61]3[S:60][C:59]4[CH2:58][CH2:57][CH2:56][CH2:55][C:54]=4[C:53]=3[CH:52]=[N:51]2)=[CH:36][C:37]([F:49])=[CH:38][C:39]=1[C:2]1[CH:3]=[C:4]([NH:10][C:11]2[CH:16]=[CH:15][C:14]([N:17]3[CH2:22][CH2:21][N:20]([CH:23]4[CH2:26][O:25][CH2:24]4)[CH2:19][C@@H:18]3[CH2:27][CH3:28])=[CH:13][N:12]=2)[C:5](=[O:9])[N:6]([CH3:8])[CH:7]=1)(=[O:31])[CH3:30]. (4) The product is: [CH3:27][O:26][C:21]1[CH:22]=[CH:23][CH:24]=[CH:25][C:20]=1[CH2:19][O:18][CH2:17][CH2:16][CH2:15][O:14][C:11]1[CH:12]=[CH:13][C:8]([CH:7]2[CH2:6][CH2:5][N:4]([C:28]([O:30][CH2:31][C:32]3[CH:33]=[CH:34][CH:35]=[CH:36][CH:37]=3)=[O:29])[CH2:3][CH:2]2[O:1][CH2:40][C:39]#[CH:38])=[CH:9][CH:10]=1. Given the reactants [OH:1][CH:2]1[CH:7]([C:8]2[CH:13]=[CH:12][C:11]([O:14][CH2:15][CH2:16][CH2:17][O:18][CH2:19][C:20]3[CH:25]=[CH:24][CH:23]=[CH:22][C:21]=3[O:26][CH3:27])=[CH:10][CH:9]=2)[CH2:6][CH2:5][N:4]([C:28]([O:30][CH2:31][C:32]2[CH:37]=[CH:36][CH:35]=[CH:34][CH:33]=2)=[O:29])[CH2:3]1.[CH2:38](Br)[C:39]#[CH:40], predict the reaction product. (5) The product is: [C:23]([O:22][C:20]([N:18]([C:10]1[S:11][CH2:12][C@@H:13]2[C@@H:14]([CH3:17])[O:15][CH2:16][C@:8]2([C:6]2[CH:7]=[C:2]([Br:1])[CH:3]=[CH:4][C:5]=2[F:19])[N:9]=1)[C:20]([O:22][C:23]([CH3:26])([CH3:25])[CH3:24])=[O:21])=[O:21])([CH3:26])([CH3:25])[CH3:24]. Given the reactants [Br:1][C:2]1[CH:3]=[CH:4][C:5]([F:19])=[C:6]([C@:8]23[CH2:16][O:15][C@H:14]([CH3:17])[C@H:13]2[CH2:12][S:11][C:10]([NH2:18])=[N:9]3)[CH:7]=1.[C:20](O[C:20]([O:22][C:23]([CH3:26])([CH3:25])[CH3:24])=[O:21])([O:22][C:23]([CH3:26])([CH3:25])[CH3:24])=[O:21], predict the reaction product. (6) Given the reactants [CH3:1][O:2][C:3]1[CH:4]=[C:5]2[C:9](=[CH:10][CH:11]=1)[NH:8][C:7]([CH3:12])=[C:6]2[CH2:13][C:14]([OH:16])=O.C(Cl)(=O)C(Cl)=O.[NH:23]1[CH:27]=[C:26]([C:28]2[CH:29]=[C:30]3[C:35](=[CH:36][CH:37]=2)[CH:34]=[N:33][C:32]([NH2:38])=[CH:31]3)[CH:25]=[N:24]1.N1C=CC=CC=1.C([O-])([O-])=O.[K+].[K+], predict the reaction product. The product is: [CH3:1][O:2][C:3]1[CH:4]=[C:5]2[C:9](=[CH:10][CH:11]=1)[NH:8][C:7]([CH3:12])=[C:6]2[CH2:13][C:14]([NH:38][C:32]1[N:33]=[CH:34][C:35]2[C:30]([CH:31]=1)=[CH:29][C:28]([C:26]1[CH:25]=[N:24][NH:23][CH:27]=1)=[CH:37][CH:36]=2)=[O:16]. (7) Given the reactants Br[C:2]1[CH:9]=[CH:8][C:5]([C:6]#[N:7])=[CH:4][CH:3]=1.[Li]CCCC.CCCCCC.I[C:22]1[CH:31]=[CH:30][CH:29]=[CH:28][C:23]=1[C:24]([O:26][CH3:27])=[O:25], predict the reaction product. The product is: [C:6]([C:5]1[CH:8]=[CH:9][C:2]([C:22]2[CH:31]=[CH:30][CH:29]=[CH:28][C:23]=2[C:24]([O:26][CH3:27])=[O:25])=[CH:3][CH:4]=1)#[N:7]. (8) Given the reactants [CH:1]1([N:7]([CH3:33])[C:8]([C:10]2[CH:32]=[CH:31][C:13]3[N:14]([CH2:25][CH2:26][CH2:27][C:28](O)=[O:29])[C:15]([NH:17][C:18]([C:20]4[S:21][CH:22]=[CH:23][CH:24]=4)=[O:19])=[N:16][C:12]=3[CH:11]=2)=[O:9])[CH2:6][CH2:5][CH2:4][CH2:3][CH2:2]1.O.O[N:36]1C2C=CC=CC=2N=N1.Cl.CN(C)CCCN=C=NCC.[OH-].[NH4+].Cl, predict the reaction product. The product is: [CH:1]1([N:7]([CH3:33])[C:8]([C:10]2[CH:32]=[CH:31][C:13]3[N:14]([CH2:25][CH2:26][CH2:27][C:28](=[O:29])[NH2:36])[C:15]([NH:17][C:18]([C:20]4[S:21][CH:22]=[CH:23][CH:24]=4)=[O:19])=[N:16][C:12]=3[CH:11]=2)=[O:9])[CH2:6][CH2:5][CH2:4][CH2:3][CH2:2]1.